This data is from Reaction yield outcomes from USPTO patents with 853,638 reactions. The task is: Predict the reaction yield, written as a fraction of the theoretical maximum amount of product (1.0 means a 100% yield; for example, 0.34 means a 34% yield). (1) The reactants are Cl[C:2]1[CH:7]=[CH:6][N:5]=[C:4]([O:8]C)[C:3]=1[C:10]1[NH:30][C:13]2=[CH:14][C:15]3[C:16](=[O:29])[N:17]([C:22]4[CH:23]=[N:24][C:25]([F:28])=[CH:26][CH:27]=4)[C:18](=[O:21])[C:19]=3[CH:20]=[C:12]2[N:11]=1.Cl.[F:32][C:33]1[C:38]([F:39])=[CH:37][C:36]([F:40])=[C:35]([F:41])[C:34]=1[CH2:42][C@@H:43]([NH2:45])[CH3:44].C(N(CC)C(C)C)(C)C. The catalyst is O1CCOCC1.C(O)CCC. The product is [F:28][C:25]1[N:24]=[CH:23][C:22]([N:17]2[C:16](=[O:29])[C:15]3[CH:14]=[C:13]4[NH:30][C:10]([C:3]5[C:4](=[O:8])[NH:5][CH:6]=[CH:7][C:2]=5[NH:45][C@@H:43]([CH3:44])[CH2:42][C:34]5[C:35]([F:41])=[C:36]([F:40])[CH:37]=[C:38]([F:39])[C:33]=5[F:32])=[N:11][C:12]4=[CH:20][C:19]=3[C:18]2=[O:21])=[CH:27][CH:26]=1. The yield is 0.630. (2) The reactants are [CH2:1]([N:3]([CH2:20][CH3:21])[CH2:4][CH2:5][N:6]1[CH2:12][CH2:11][CH2:10][C:9]2[NH:13][C:14]([CH:17]=O)=[C:15]([CH3:16])[C:8]=2[C:7]1=[O:19])[CH3:2].[Br:22][C:23]1[CH:24]=[C:25]([F:33])[CH:26]=[C:27]2[C:31]=1[NH:30][C:29](=[O:32])[CH2:28]2. No catalyst specified. The product is [Br:22][C:23]1[CH:24]=[C:25]([F:33])[CH:26]=[C:27]2[C:31]=1[NH:30][C:29](=[O:32])[C:28]2=[CH:17][C:14]1[NH:13][C:9]2[CH2:10][CH2:11][CH2:12][N:6]([CH2:5][CH2:4][N:3]([CH2:20][CH3:21])[CH2:1][CH3:2])[C:7](=[O:19])[C:8]=2[C:15]=1[CH3:16]. The yield is 0.611. (3) The reactants are [I:1][C:2]1[CH:3]=[C:4]2[C:8](=[CH:9][CH:10]=1)[NH:7][C:6](=[O:11])[C:5]2=O.[Br:13][C:14]1[CH:23]=[CH:22][C:17]([C:18]([NH:20][NH2:21])=[O:19])=[CH:16][CH:15]=1. The catalyst is C(O)(=O)C. The product is [Br:13][C:14]1[CH:23]=[CH:22][C:17]([C:18]([NH:20][N:21]=[C:5]2[C:4]3[C:8](=[CH:9][CH:10]=[C:2]([I:1])[CH:3]=3)[NH:7][C:6]2=[O:11])=[O:19])=[CH:16][CH:15]=1. The yield is 0.820. (4) The product is [Cl:1][C:2]1[C:3]2[CH:10]=[CH:9][N:8]([C@@H:16]3[CH2:17][CH2:12][CH2:13][N:14]([C:18]([O:20][C:21]([CH3:24])([CH3:23])[CH3:22])=[O:19])[CH2:15]3)[C:4]=2[N:5]=[CH:6][N:7]=1. The catalyst is C1COCC1. The reactants are [Cl:1][C:2]1[C:3]2[CH:10]=[CH:9][NH:8][C:4]=2[N:5]=[CH:6][N:7]=1.O[C@H:12]1[CH2:17][CH2:16][CH2:15][N:14]([C:18]([O:20][C:21]([CH3:24])([CH3:23])[CH3:22])=[O:19])[CH2:13]1.C1C=CC(P(C2C=CC=CC=2)C2C=CC=CC=2)=CC=1.CCOC(/N=N/C(OCC)=O)=O. The yield is 0.100.